From a dataset of Reaction yield outcomes from USPTO patents with 853,638 reactions. Predict the reaction yield, written as a fraction of the theoretical maximum amount of product (1.0 means a 100% yield; for example, 0.34 means a 34% yield). (1) The reactants are Cl[C:2]1[N:3]([CH2:10][C:11]([OH:27])([CH3:26])[CH2:12][N:13]([CH3:25])[C:14](=[O:24])[O:15][CH2:16][C:17]2[CH:22]=[CH:21][C:20]([F:23])=[CH:19][CH:18]=2)[CH:4]=[C:5]([N+:7]([O-:9])=[O:8])[N:6]=1.[H-].[Na+]. The catalyst is O1CCOCC1. The product is [CH3:25][N:13]([CH2:12][C:11]1([CH3:26])[O:27][C:2]2=[N:6][C:5]([N+:7]([O-:9])=[O:8])=[CH:4][N:3]2[CH2:10]1)[C:14](=[O:24])[O:15][CH2:16][C:17]1[CH:22]=[CH:21][C:20]([F:23])=[CH:19][CH:18]=1. The yield is 0.250. (2) The reactants are [CH3:1][O:2][CH2:3][CH2:4][CH2:5][O:6][C:7]1[CH:8]=[C:9]([CH:22]=[CH:23][C:24]=1[O:25][CH3:26])[CH2:10][C@H:11]([CH:19]([CH3:21])[CH3:20])[CH2:12][C@H:13]([NH2:18])[C:14]([O:16][CH3:17])=[O:15].[CH3:27][C:28]([O:31][C:32](O[C:32]([O:31][C:28]([CH3:30])([CH3:29])[CH3:27])=[O:33])=[O:33])([CH3:30])[CH3:29]. The catalyst is C(Cl)Cl. The product is [CH3:17][O:16][C:14]([C@@H:13]([NH:18][C:32](=[O:33])[O:31][C:28]([CH3:30])([CH3:29])[CH3:27])[CH2:12][C@H:11]([CH2:10][C:9]1[CH:22]=[CH:23][C:24]([O:25][CH3:26])=[C:7]([O:6][CH2:5][CH2:4][CH2:3][O:2][CH3:1])[CH:8]=1)[CH:19]([CH3:21])[CH3:20])=[O:15]. The yield is 0.870. (3) The reactants are [CH3:1][N:2]([S:26]([C:29]1[S:30][CH:31]=[CH:32][CH:33]=1)(=[O:28])=[O:27])[C:3]1[CH:4]=[CH:5][CH:6]=[C:7]2[C:11]=1[NH:10][C:9]([C:12]1[S:13][CH:14]([CH2:17][CH2:18][S:19][CH2:20][C:21]([O:23]CC)=[O:22])[CH2:15][N:16]=1)=[CH:8]2.[OH-].[K+].Cl. The catalyst is O1CCCC1.CO.O. The product is [CH3:1][N:2]([S:26]([C:29]1[S:30][CH:31]=[CH:32][CH:33]=1)(=[O:28])=[O:27])[C:3]1[CH:4]=[CH:5][CH:6]=[C:7]2[C:11]=1[NH:10][C:9]([C:12]1[S:13][CH:14]([CH2:17][CH2:18][S:19][CH2:20][C:21]([OH:23])=[O:22])[CH2:15][N:16]=1)=[CH:8]2. The yield is 0.610. (4) The reactants are [Br:1][C:2]1[CH:3]=[N:4][N:5]([CH3:17])[C:6]=1[C:7]1[CH:8]=[C:9]([C:14]([OH:16])=O)[S:10][C:11]=1[CH2:12][CH3:13].[NH2:18][C@@H:19]([CH2:32][C:33]1[CH:38]=[CH:37][CH:36]=[CH:35][C:34]=1[C:39]([F:42])([F:41])[F:40])[CH2:20][N:21]1[C:29](=[O:30])[C:28]2[C:23](=[CH:24][CH:25]=[CH:26][CH:27]=2)[C:22]1=[O:31].C(N(CC)C(C)C)(C)C.F[P-](F)(F)(F)(F)F.Br[P+](N1CCCC1)(N1CCCC1)N1CCCC1. The catalyst is ClCCl. The product is [Br:1][C:2]1[CH:3]=[N:4][N:5]([CH3:17])[C:6]=1[C:7]1[CH:8]=[C:9]([C:14]([NH:18][C@@H:19]([CH2:32][C:33]2[CH:38]=[CH:37][CH:36]=[CH:35][C:34]=2[C:39]([F:42])([F:40])[F:41])[CH2:20][N:21]2[C:29](=[O:30])[C:28]3[C:23](=[CH:24][CH:25]=[CH:26][CH:27]=3)[C:22]2=[O:31])=[O:16])[S:10][C:11]=1[CH2:12][CH3:13]. The yield is 0.648. (5) The reactants are Cl[C:2]1[N:3]=[CH:4][C:5]2[N:11]([CH3:12])[C:10](=[O:13])[C:9]([F:15])([CH3:14])[CH2:8][N:7]([CH:16]3[CH2:21][CH2:20][CH2:19][CH2:18][CH2:17]3)[C:6]=2[N:22]=1.[NH2:23][C:24]1[CH:32]=[CH:31][C:27]([C:28]([OH:30])=[O:29])=[CH:26][C:25]=1[O:33][CH3:34]. The catalyst is Cl.C(O)(C)C. The product is [CH:16]1([N:7]2[CH2:8][C:9]([F:15])([CH3:14])[C:10](=[O:13])[N:11]([CH3:12])[C:5]3[CH:4]=[N:3][C:2]([NH:23][C:24]4[CH:32]=[CH:31][C:27]([C:28]([OH:30])=[O:29])=[CH:26][C:25]=4[O:33][CH3:34])=[N:22][C:6]2=3)[CH2:21][CH2:20][CH2:19][CH2:18][CH2:17]1. The yield is 0.320. (6) The reactants are [CH3:1][O:2][C:3](=[O:13])[C:4]1[CH:9]=[C:8]([OH:10])[C:7]([OH:11])=[C:6]([OH:12])[CH:5]=1.[CH3:14]OS(OC)(=O)=O.[OH-].[Na+].OS(O)(=O)=O. The catalyst is O. The product is [OH:12][C:6]1[CH:5]=[C:4]([CH:9]=[C:8]([O:10][CH3:14])[C:7]=1[OH:11])[C:3]([O:2][CH3:1])=[O:13]. The yield is 0.470.